This data is from Peptide-MHC class I binding affinity with 185,985 pairs from IEDB/IMGT. The task is: Regression. Given a peptide amino acid sequence and an MHC pseudo amino acid sequence, predict their binding affinity value. This is MHC class I binding data. (1) The peptide sequence is VVGKPYKEV. The MHC is HLA-A69:01 with pseudo-sequence HLA-A69:01. The binding affinity (normalized) is 0.408. (2) The peptide sequence is YMKPGSSPL. The MHC is HLA-C06:02 with pseudo-sequence HLA-C06:02. The binding affinity (normalized) is 0.0847. (3) The peptide sequence is GYLKPTTFM. The MHC is HLA-A29:02 with pseudo-sequence HLA-A29:02. The binding affinity (normalized) is 0.419. (4) The MHC is H-2-Kb with pseudo-sequence H-2-Kb. The binding affinity (normalized) is 0.977. The peptide sequence is KSYNYMLL. (5) The peptide sequence is VVSSCTRMM. The MHC is Mamu-A02 with pseudo-sequence Mamu-A02. The binding affinity (normalized) is 0.245.